Task: Predict the product of the given reaction.. Dataset: Forward reaction prediction with 1.9M reactions from USPTO patents (1976-2016) (1) Given the reactants [N+:1]([C:4]1[C:13]2[CH2:12][C:11](=[O:14])[CH2:10][CH2:9][C:8]=2[N+:7]([O-])=[CH:6][CH:5]=1)([O-])=O, predict the reaction product. The product is: [NH2:1][C:4]1[C:13]2[CH2:12][C:11](=[O:14])[CH2:10][CH2:9][C:8]=2[N:7]=[CH:6][CH:5]=1. (2) Given the reactants C[CH:2]([OH:4])[CH3:3].[C:5]1([NH:11][CH2:12][CH2:13][OH:14])[CH:10]=[CH:9][CH:8]=[CH:7][CH:6]=1.[OH-].[Na+].ClCC(Cl)=O, predict the reaction product. The product is: [C:5]1([N:11]2[CH2:12][CH2:13][O:14][CH2:3][C:2]2=[O:4])[CH:10]=[CH:9][CH:8]=[CH:7][CH:6]=1. (3) Given the reactants [CH:1]([O:3][CH2:4][C:5]1[CH:18]=[CH:17][C:8]([C:9]([NH:11][C:12]([CH3:16])([CH3:15])[CH2:13][OH:14])=O)=[CH:7][CH:6]=1)=[O:2].S(Cl)(Cl)=O, predict the reaction product. The product is: [CH3:15][C:12]1([CH3:16])[CH2:13][O:14][C:9]([C:8]2[CH:17]=[CH:18][C:5]([CH2:4][O:3][CH:1]=[O:2])=[CH:6][CH:7]=2)=[N:11]1. (4) Given the reactants Br[C:2]1[CH:7]=[CH:6][CH:5]=[CH:4][C:3]=1[CH2:8][C:9]([CH:11]1[CH2:16][CH2:15][N:14]([CH2:17][C:18]2[C:23]([O:24][C:25]([CH3:28])([CH3:27])[CH3:26])=[N:22][CH:21]=[CH:20][N:19]=2)[CH2:13][CH2:12]1)=[O:10].[OH-].[Na+].C(OCC)(=O)C.[CH3:37][N:38](C)C=O, predict the reaction product. The product is: [C:25]([O:24][C:23]1[C:18]([CH2:17][N:14]2[CH2:15][CH2:16][CH:11]([C:9](=[O:10])[CH2:8][C:3]3[CH:4]=[CH:5][CH:6]=[CH:7][C:2]=3[C:37]#[N:38])[CH2:12][CH2:13]2)=[N:19][CH:20]=[CH:21][N:22]=1)([CH3:28])([CH3:27])[CH3:26]. (5) Given the reactants [H-].[Na+].C(OP([CH2:11][C:12]([O:14][CH2:15][CH3:16])=[O:13])(OCC)=O)C.[F:17][C:18]1[CH:23]=[CH:22][C:21]([F:24])=[CH:20][C:19]=1[C@H:25]1[CH2:29][CH2:28][CH2:27][N:26]1[C:30]1[CH:35]=[CH:34][N:33]2[N:36]=[CH:37][C:38]([CH:39]=O)=[C:32]2[N:31]=1, predict the reaction product. The product is: [CH2:15]([O:14][C:12](=[O:13])/[CH:11]=[CH:39]/[C:38]1[CH:37]=[N:36][N:33]2[CH:34]=[CH:35][C:30]([N:26]3[CH2:27][CH2:28][CH2:29][C@@H:25]3[C:19]3[CH:20]=[C:21]([F:24])[CH:22]=[CH:23][C:18]=3[F:17])=[N:31][C:32]=12)[CH3:16]. (6) Given the reactants [OH:1][CH:2]([C:6]1[CH:15]=[CH:14][C:9]([C:10]([O:12][CH3:13])=[O:11])=[CH:8][CH:7]=1)[CH2:3][CH:4]=[CH2:5].[CH:16]1([CH:19]=O)[CH2:18][CH2:17]1.C(O)(=[O:23])C.B(F)(F)F.CCOCC.C([O-])(O)=O.[Na+], predict the reaction product. The product is: [CH:16]1([C@H:19]2[O:1][C@@H:2]([C:6]3[CH:15]=[CH:14][C:9]([C:10]([O:12][CH3:13])=[O:11])=[CH:8][CH:7]=3)[CH2:3][CH:4]([OH:23])[CH2:5]2)[CH2:18][CH2:17]1.